Dataset: Full USPTO retrosynthesis dataset with 1.9M reactions from patents (1976-2016). Task: Predict the reactants needed to synthesize the given product. (1) Given the product [F:51][C:37]1[CH:38]=[CH:39][C:40]([C:2]2[CH:7]=[N:6][C:5]([O:8][CH2:9][CH2:10][C:11]([OH:13])([CH3:14])[CH3:12])=[CH:4][C:3]=2[C:15]([F:18])([F:17])[F:16])=[CH:41][C:36]=1[CH2:35][O:34][C:30]1[N:31]=[CH:32][C:33]2[CH:25]3[CH:24]([C:22]([O:21][CH2:19][CH3:20])=[O:23])[CH:26]3[CH2:27][C:28]=2[CH:29]=1, predict the reactants needed to synthesize it. The reactants are: Br[C:2]1[C:3]([C:15]([F:18])([F:17])[F:16])=[CH:4][C:5]([O:8][CH2:9][CH2:10][C:11]([CH3:14])([OH:13])[CH3:12])=[N:6][CH:7]=1.[CH2:19]([O:21][C:22]([CH:24]1[CH:26]2[CH2:27][C:28]3[CH:29]=[C:30]([O:34][CH2:35][C:36]4[CH:41]=[C:40](B5OC(C)(C)C(C)(C)O5)[CH:39]=[CH:38][C:37]=4[F:51])[N:31]=[CH:32][C:33]=3[CH:25]12)=[O:23])[CH3:20]. (2) Given the product [Cl:1][C:2]1[N:7]=[C:6]([C:14]2[CH:15]=[CH:16][C:11]([C:10]([F:21])([F:20])[F:9])=[CH:12][CH:13]=2)[CH:5]=[CH:4][N:3]=1, predict the reactants needed to synthesize it. The reactants are: [Cl:1][C:2]1[N:7]=[C:6](Cl)[CH:5]=[CH:4][N:3]=1.[F:9][C:10]([F:21])([F:20])[C:11]1[CH:16]=[CH:15][C:14](B(O)O)=[CH:13][CH:12]=1.P([O-])([O-])([O-])=O.[K+].[K+].[K+].COCCOC. (3) Given the product [CH3:16][O:17][C:18]1[CH:26]=[CH:25][C:21]([C:22]([NH:15][CH2:14][CH2:13][C:4]2[C:5]([O:11][CH3:12])=[CH:6][C:7]([O:9][CH3:10])=[CH:8][C:3]=2[O:2][CH3:1])=[O:23])=[CH:20][CH:19]=1, predict the reactants needed to synthesize it. The reactants are: [CH3:1][O:2][C:3]1[CH:8]=[C:7]([O:9][CH3:10])[CH:6]=[C:5]([O:11][CH3:12])[C:4]=1[CH2:13][CH2:14][NH2:15].[CH3:16][O:17][C:18]1[CH:26]=[CH:25][C:21]([C:22](O)=[O:23])=[CH:20][CH:19]=1. (4) Given the product [Si:17]([O:11][C:9]1[CH:8]=[CH:7][C:6]2[C:2]([CH3:1])=[N:3][O:4][C:5]=2[CH:10]=1)([C:20]([CH3:23])([CH3:22])[CH3:21])([CH3:19])[CH3:18], predict the reactants needed to synthesize it. The reactants are: [CH3:1][C:2]1[C:6]2[CH:7]=[CH:8][C:9]([OH:11])=[CH:10][C:5]=2[O:4][N:3]=1.CN(C=O)C.[Si:17](Cl)([C:20]([CH3:23])([CH3:22])[CH3:21])([CH3:19])[CH3:18].N1C=CN=C1. (5) Given the product [Cl:1][C:2]1[CH:7]=[CH:6][CH:5]=[C:4]([Cl:8])[C:3]=1[CH2:9][CH2:10][C:11]1[C:15]([CH2:16][O:17][C:18]2[CH:19]=[CH:20][C:21]([C:24]3[CH:25]=[C:26]4[C:31](=[CH:32][CH:33]=3)[C:30]([C:34]([OH:36])=[O:35])=[CH:29][CH:28]=[CH:27]4)=[CH:22][CH:23]=2)=[C:14]([CH:39]([CH3:41])[CH3:40])[O:13][N:12]=1, predict the reactants needed to synthesize it. The reactants are: [Cl:1][C:2]1[CH:7]=[CH:6][CH:5]=[C:4]([Cl:8])[C:3]=1[CH2:9][CH2:10][C:11]1[C:15]([CH2:16][O:17][C:18]2[CH:23]=[CH:22][C:21]([C:24]3[CH:25]=[C:26]4[C:31](=[CH:32][CH:33]=3)[C:30]([C:34]([O:36]CC)=[O:35])=[CH:29][CH:28]=[CH:27]4)=[CH:20][CH:19]=2)=[C:14]([CH:39]([CH3:41])[CH3:40])[O:13][N:12]=1.C(O)C.[OH-].[Na+].